Task: Regression. Given two drug SMILES strings and cell line genomic features, predict the synergy score measuring deviation from expected non-interaction effect.. Dataset: Merck oncology drug combination screen with 23,052 pairs across 39 cell lines (1) Drug 1: CCN(CC)CCNC(=O)c1c(C)[nH]c(C=C2C(=O)Nc3ccc(F)cc32)c1C. Drug 2: CC(C)CC(NC(=O)C(Cc1ccccc1)NC(=O)c1cnccn1)B(O)O. Cell line: SW837. Synergy scores: synergy=-1.83. (2) Drug 1: COC12C(COC(N)=O)C3=C(C(=O)C(C)=C(N)C3=O)N1CC1NC12. Drug 2: O=C(NOCC(O)CO)c1ccc(F)c(F)c1Nc1ccc(I)cc1F. Cell line: SKMES1. Synergy scores: synergy=-9.84. (3) Drug 1: CN(C)C(=N)N=C(N)N. Drug 2: CCN(CC)CCNC(=O)c1c(C)[nH]c(C=C2C(=O)Nc3ccc(F)cc32)c1C. Cell line: HT29. Synergy scores: synergy=5.93. (4) Drug 1: Cc1nc(Nc2ncc(C(=O)Nc3c(C)cccc3Cl)s2)cc(N2CCN(CCO)CC2)n1. Drug 2: Cn1c(=O)n(-c2ccc(C(C)(C)C#N)cc2)c2c3cc(-c4cnc5ccccc5c4)ccc3ncc21. Cell line: NCIH2122. Synergy scores: synergy=5.22. (5) Drug 1: CCN(CC)CCNC(=O)c1c(C)[nH]c(C=C2C(=O)Nc3ccc(F)cc32)c1C. Drug 2: CCc1c2c(nc3ccc(O)cc13)-c1cc3c(c(=O)n1C2)COC(=O)C3(O)CC. Cell line: RKO. Synergy scores: synergy=6.47. (6) Drug 1: CN1C(=O)C=CC2(C)C3CCC4(C)C(NC(=O)OCC(F)(F)F)CCC4C3CCC12. Drug 2: O=c1[nH]cc(F)c(=O)[nH]1. Cell line: OVCAR3. Synergy scores: synergy=-5.69. (7) Drug 1: COc1cccc2c1C(=O)c1c(O)c3c(c(O)c1C2=O)CC(O)(C(=O)CO)CC3OC1CC(N)C(O)C(C)O1. Drug 2: Cn1c(=O)n(-c2ccc(C(C)(C)C#N)cc2)c2c3cc(-c4cnc5ccccc5c4)ccc3ncc21. Cell line: HT29. Synergy scores: synergy=13.3. (8) Drug 1: N.N.O=C(O)C1(C(=O)O)CCC1.[Pt]. Drug 2: O=C(NOCC(O)CO)c1ccc(F)c(F)c1Nc1ccc(I)cc1F. Cell line: T47D. Synergy scores: synergy=-27.5. (9) Drug 1: CCN(CC)CCNC(=O)c1c(C)[nH]c(C=C2C(=O)Nc3ccc(F)cc32)c1C. Drug 2: NC1(c2ccc(-c3nc4ccn5c(=O)[nH]nc5c4cc3-c3ccccc3)cc2)CCC1. Cell line: SKMEL30. Synergy scores: synergy=26.3. (10) Drug 1: Cc1nc(Nc2ncc(C(=O)Nc3c(C)cccc3Cl)s2)cc(N2CCN(CCO)CC2)n1. Drug 2: Cn1cc(-c2cnn3c(N)c(Br)c(C4CCCNC4)nc23)cn1. Cell line: NCIH2122. Synergy scores: synergy=-47.4.